From a dataset of NCI-60 drug combinations with 297,098 pairs across 59 cell lines. Regression. Given two drug SMILES strings and cell line genomic features, predict the synergy score measuring deviation from expected non-interaction effect. (1) Drug 1: COC1=C(C=C2C(=C1)N=CN=C2NC3=CC(=C(C=C3)F)Cl)OCCCN4CCOCC4. Drug 2: CC1OCC2C(O1)C(C(C(O2)OC3C4COC(=O)C4C(C5=CC6=C(C=C35)OCO6)C7=CC(=C(C(=C7)OC)O)OC)O)O. Cell line: NCI-H460. Synergy scores: CSS=65.9, Synergy_ZIP=10.9, Synergy_Bliss=9.82, Synergy_Loewe=11.9, Synergy_HSA=14.3. (2) Drug 1: CNC(=O)C1=CC=CC=C1SC2=CC3=C(C=C2)C(=NN3)C=CC4=CC=CC=N4. Drug 2: COCCOC1=C(C=C2C(=C1)C(=NC=N2)NC3=CC=CC(=C3)C#C)OCCOC.Cl. Cell line: NCI-H522. Synergy scores: CSS=45.2, Synergy_ZIP=9.33, Synergy_Bliss=11.7, Synergy_Loewe=11.9, Synergy_HSA=14.0. (3) Drug 1: C1=NC2=C(N=C(N=C2N1C3C(C(C(O3)CO)O)F)Cl)N. Drug 2: CC12CCC3C(C1CCC2OP(=O)(O)O)CCC4=C3C=CC(=C4)OC(=O)N(CCCl)CCCl.[Na+]. Cell line: TK-10. Synergy scores: CSS=47.3, Synergy_ZIP=1.17, Synergy_Bliss=-1.71, Synergy_Loewe=-3.64, Synergy_HSA=-3.62.